From a dataset of Full USPTO retrosynthesis dataset with 1.9M reactions from patents (1976-2016). Predict the reactants needed to synthesize the given product. (1) Given the product [N:1]1[CH:6]=[CH:5][CH:4]=[C:3]([C:7]2([CH2:10][CH2:11][NH2:12])[CH2:8][CH2:9]2)[CH:2]=1, predict the reactants needed to synthesize it. The reactants are: [N:1]1[CH:6]=[CH:5][CH:4]=[C:3]([C:7]2([CH2:10][C:11]#[N:12])[CH2:9][CH2:8]2)[CH:2]=1.B.C1COCC1. (2) Given the product [CH2:1]([O:8][C:9]1[C:18]([C:25]([F:31])([F:30])[C:26]([F:29])([F:28])[F:27])=[CH:17][C:12]([C:13]([O:15][CH3:16])=[O:14])=[CH:11][C:10]=1[O:20][CH2:21][CH3:22])[C:2]1[CH:7]=[CH:6][CH:5]=[CH:4][CH:3]=1, predict the reactants needed to synthesize it. The reactants are: [CH2:1]([O:8][C:9]1[C:18](I)=[CH:17][C:12]([C:13]([O:15][CH3:16])=[O:14])=[CH:11][C:10]=1[O:20][CH2:21][CH3:22])[C:2]1[CH:7]=[CH:6][CH:5]=[CH:4][CH:3]=1.C[Si](C)(C)[C:25]([F:31])([F:30])[C:26]([F:29])([F:28])[F:27].[F-].[K+].[Cl-].[NH4+].